This data is from Full USPTO retrosynthesis dataset with 1.9M reactions from patents (1976-2016). The task is: Predict the reactants needed to synthesize the given product. (1) The reactants are: C([NH:8][CH:9]1[CH2:14][CH2:13][N:12]([C:15]([O:17][C:18]([CH3:21])([CH3:20])[CH3:19])=[O:16])[CH2:11][CH:10]1[F:22])C1C=CC=CC=1. Given the product [NH2:8][C@H:9]1[CH2:14][CH2:13][N:12]([C:15]([O:17][C:18]([CH3:20])([CH3:19])[CH3:21])=[O:16])[CH2:11][C@H:10]1[F:22], predict the reactants needed to synthesize it. (2) Given the product [N:31]([CH2:25][CH2:24][O:23][CH:9]([C:3]1[CH:4]=[CH:5][CH:6]=[C:7]([F:8])[C:2]=1[F:1])[C@@H:10]1[CH2:15][CH2:14][CH2:13][N:12]([C:16]([O:18][C:19]([CH3:22])([CH3:21])[CH3:20])=[O:17])[CH2:11]1)=[N+:32]=[N-:33], predict the reactants needed to synthesize it. The reactants are: [F:1][C:2]1[C:7]([F:8])=[CH:6][CH:5]=[CH:4][C:3]=1[CH:9]([O:23][CH2:24][CH2:25]OS(C)(=O)=O)[C@@H:10]1[CH2:15][CH2:14][CH2:13][N:12]([C:16]([O:18][C:19]([CH3:22])([CH3:21])[CH3:20])=[O:17])[CH2:11]1.[N-:31]=[N+:32]=[N-:33].[Na+].